This data is from Catalyst prediction with 721,799 reactions and 888 catalyst types from USPTO. The task is: Predict which catalyst facilitates the given reaction. (1) Reactant: [CH3:1][C:2]1[CH:10]=[CH:9][C:8]2[NH:7][C:6]3[CH2:11][CH2:12][N:13]4[CH:17]([C:5]=3[C:4]=2[CH:3]=1)[CH2:16][CH2:15][CH2:14]4.[H-].[Na+].[CH3:20][C:21]1([C:24]2[CH:29]=[CH:28][N:27]=[CH:26][CH:25]=2)[CH2:23][O:22]1. Product: [CH3:1][C:2]1[CH:10]=[CH:9][C:8]2[N:7]([CH2:20][C:21]([C:24]3[CH:29]=[CH:28][N:27]=[CH:26][CH:25]=3)([OH:22])[CH3:23])[C:6]3[CH2:11][CH2:12][N:13]4[CH:17]([C:5]=3[C:4]=2[CH:3]=1)[CH2:16][CH2:15][CH2:14]4. The catalyst class is: 3. (2) Reactant: [CH3:1][C:2]1[CH:7]=[CH:6][C:5]([S:8][C:9]2[CH:10]=[C:11]([NH:15]C(=O)C)[CH:12]=[CH:13][CH:14]=2)=[C:4]([NH:19][C:20]2[C:29]3[C:24](=[N:25][C:26]([CH2:30][CH2:31][CH3:32])=[CH:27][CH:28]=3)[N:23]=[CH:22][CH:21]=2)[CH:3]=1.Cl.[OH-].[Na+]. Product: [NH2:15][C:11]1[CH:10]=[C:9]([S:8][C:5]2[CH:6]=[CH:7][C:2]([CH3:1])=[CH:3][C:4]=2[NH:19][C:20]2[C:29]3[C:24](=[N:25][C:26]([CH2:30][CH2:31][CH3:32])=[CH:27][CH:28]=3)[N:23]=[CH:22][CH:21]=2)[CH:14]=[CH:13][CH:12]=1. The catalyst class is: 6. (3) Reactant: [Br:1][C:2]1[CH:11]=[C:10]2[C:5]([N:6]=[CH:7][C:8]([N:12]3[CH2:17][CH2:16][C:15](=O)[CH2:14][CH2:13]3)=[N:9]2)=[CH:4][CH:3]=1.[CH3:19][S:20]([CH2:23][CH2:24][NH2:25])(=[O:22])=[O:21].C(O[BH-](OC(=O)C)OC(=O)C)(=O)C.[Na+].C(N(CC)CC)C. Product: [Br:1][C:2]1[CH:11]=[C:10]2[C:5]([N:6]=[CH:7][C:8]([N:12]3[CH2:17][CH2:16][CH:15]([NH:25][CH2:24][CH2:23][S:20]([CH3:19])(=[O:22])=[O:21])[CH2:14][CH2:13]3)=[N:9]2)=[CH:4][CH:3]=1. The catalyst class is: 676.